From a dataset of Forward reaction prediction with 1.9M reactions from USPTO patents (1976-2016). Predict the product of the given reaction. Given the reactants [C:1]([CH:3]([C:19]1[CH:24]=[CH:23][C:22]([F:25])=[CH:21][CH:20]=1)[CH:4]([C:11]1[C:16]([F:17])=[CH:15][CH:14]=[CH:13][C:12]=1[F:18])[CH2:5][C:6]([O:8]CC)=[O:7])#[N:2].[OH-].[Li+].ClCCl, predict the reaction product. The product is: [C:1]([CH:3]([C:19]1[CH:24]=[CH:23][C:22]([F:25])=[CH:21][CH:20]=1)[CH:4]([C:11]1[C:16]([F:17])=[CH:15][CH:14]=[CH:13][C:12]=1[F:18])[CH2:5][C:6]([OH:8])=[O:7])#[N:2].